From a dataset of Full USPTO retrosynthesis dataset with 1.9M reactions from patents (1976-2016). Predict the reactants needed to synthesize the given product. (1) Given the product [F:21][C:22]([F:35])([F:34])[S:23]([O:20][C:15]1[CH:14]=[CH:13][C:12]2[C:17](=[CH:18][CH:19]=[C:10]([C:4]3[CH:3]=[C:2]([F:1])[C:7]([F:8])=[C:6]([F:9])[CH:5]=3)[CH:11]=2)[CH:16]=1)(=[O:25])=[O:24], predict the reactants needed to synthesize it. The reactants are: [F:1][C:2]1[CH:3]=[C:4]([C:10]2[CH:11]=[C:12]3[C:17](=[CH:18][CH:19]=2)[CH:16]=[C:15]([OH:20])[CH:14]=[CH:13]3)[CH:5]=[C:6]([F:9])[C:7]=1[F:8].[F:21][C:22]([F:35])([F:34])[S:23](O[S:23]([C:22]([F:35])([F:34])[F:21])(=[O:25])=[O:24])(=[O:25])=[O:24].N1C=CC=CC=1.O. (2) Given the product [C:1]([C:5]1[CH:14]=[CH:13][C:8]([CH2:9][OH:10])=[CH:7][C:6]=1[CH:15]([CH3:17])[CH3:16])([CH3:4])([CH3:3])[CH3:2], predict the reactants needed to synthesize it. The reactants are: [C:1]([C:5]1[CH:14]=[CH:13][C:8]([C:9](OC)=[O:10])=[CH:7][C:6]=1[CH:15]([CH3:17])[CH3:16])([CH3:4])([CH3:3])[CH3:2].[H-].[H-].[H-].[H-].[Li+].[Al+3]. (3) Given the product [ClH:37].[CH3:1][O:2][CH2:3][CH2:4][CH2:5][S:6][C:7]1[CH:8]=[C:9]([O:29][C:30]2[C:31]([CH3:36])=[N:32][CH:33]=[CH:34][CH:35]=2)[C:10]([NH:13][C:14]2[S:18][N:17]=[C:16]([C@H:19]([OH:20])[CH2:23][OH:22])[N:15]=2)=[N:11][CH:12]=1, predict the reactants needed to synthesize it. The reactants are: [CH3:1][O:2][CH2:3][CH2:4][CH2:5][S:6][C:7]1[CH:8]=[C:9]([O:29][C:30]2[C:31]([CH3:36])=[N:32][CH:33]=[CH:34][CH:35]=2)[C:10]([NH:13][C:14]2[S:18][N:17]=[C:16]([C@H:19]3[CH2:23][O:22]C4(CCCCC4)[O:20]3)[N:15]=2)=[N:11][CH:12]=1.[ClH:37].C(=O)([O-])[O-].[Na+].[Na+]. (4) The reactants are: [CH3:1][C:2]1[CH:6]=[C:5]([CH3:7])[N:4]([CH2:8]O)[N:3]=1.S(Cl)([Cl:12])=O. Given the product [ClH:12].[Cl:12][CH2:8][N:4]1[C:5]([CH3:7])=[CH:6][C:2]([CH3:1])=[N:3]1, predict the reactants needed to synthesize it.